Dataset: Catalyst prediction with 721,799 reactions and 888 catalyst types from USPTO. Task: Predict which catalyst facilitates the given reaction. (1) Reactant: CC(C)([O-])C.[Na+].C([C:9]1([NH:13][C:14](=[O:23])[C:15]2[CH:20]=[CH:19][C:18]([O:21][CH3:22])=[CH:17][CH:16]=2)[CH2:12][CH2:11][CH2:10]1)#N.CC(OC)(C)C.C([O-])(O)=O.[Na+]. Product: [C:9]1([NH:13][C:14](=[O:23])[C:15]2[CH:20]=[CH:19][C:18]([O:21][CH3:22])=[CH:17][CH:16]=2)[CH2:12][CH2:11][CH:10]=1. The catalyst class is: 1. (2) Reactant: [N:1]1([C:7]2[C:8]3[S:28][C:27]([CH2:29][N:30]4[CH2:35][CH2:34][N:33]([C:36]([CH3:41])([CH3:40])[C:37]([NH2:39])=[O:38])[CH2:32][CH2:31]4)=[CH:26][C:9]=3[N:10]=[C:11]([Sn](CCCC)(CCCC)CCCC)[N:12]=2)[CH2:6][CH2:5][O:4][CH2:3][CH2:2]1.Br[C:43]1[N:48]2[CH:49]=[N:50][N:51]=[C:47]2[CH:46]=[CH:45][CH:44]=1. Product: [N:51]1[N:50]=[CH:49][N:48]2[C:43]([C:11]3[N:12]=[C:7]([N:1]4[CH2:6][CH2:5][O:4][CH2:3][CH2:2]4)[C:8]4[S:28][C:27]([CH2:29][N:30]5[CH2:31][CH2:32][N:33]([C:36]([CH3:40])([CH3:41])[C:37]([NH2:39])=[O:38])[CH2:34][CH2:35]5)=[CH:26][C:9]=4[N:10]=3)=[CH:44][CH:45]=[CH:46][C:47]=12. The catalyst class is: 185. (3) Reactant: [N:1]1[C:10]2[C:5](=[CH:6][CH:7]=[CH:8][N:9]=2)[CH:4]=[CH:3][CH:2]=1.[NH2-:11].[K+]. Product: [N:1]1[C:10]2[C:5](=[CH:6][CH:7]=[CH:8][N:9]=2)[CH:4]=[CH:3][C:2]=1[NH2:11]. The catalyst class is: 328. (4) Reactant: [CH3:1][N:2]([C:4]([N:6]=[C:7]([NH2:9])[NH2:8])=[NH:5])[CH3:3].Cl.[OH-].[Na+]. Product: [CH3:1][N:2]([C:4]([NH:6][C:7]([NH2:9])=[NH:8])=[NH:5])[CH3:3]. The catalyst class is: 5. (5) Reactant: [CH3:1][N:2]1[CH2:5][CH:4]([N:6]2[C:10]([C:11]3[CH:16]=[C:15]([C:17]([F:20])([F:19])[F:18])[CH:14]=[CH:13][C:12]=3[OH:21])=[CH:9][CH:8]=[N:7]2)[CH2:3]1.CC(C)([O-])C.[K+].C(OC(=O)[N:34]([C:47]1[N:48]=[CH:49][S:50][CH:51]=1)[S:35]([C:38]1[CH:43]=[C:42]([F:44])[C:41](F)=[CH:40][C:39]=1[F:46])(=[O:37])=[O:36])(C)(C)C.O. Product: [F:46][C:39]1[CH:40]=[C:41]([O:21][C:12]2[CH:13]=[CH:14][C:15]([C:17]([F:20])([F:19])[F:18])=[CH:16][C:11]=2[C:10]2[N:6]([CH:4]3[CH2:3][N:2]([CH3:1])[CH2:5]3)[N:7]=[CH:8][CH:9]=2)[C:42]([F:44])=[CH:43][C:38]=1[S:35]([NH:34][C:47]1[N:48]=[CH:49][S:50][CH:51]=1)(=[O:37])=[O:36]. The catalyst class is: 10. (6) Reactant: [Cl:1][C:2]1[CH:7]=[CH:6][C:5]([C:8]2([OH:46])[CH2:13][CH2:12][N:11]([CH2:14][CH2:15][CH:16]=[C:17]3[C:27]4[C:22](=[N:23][C:24]([C:28](=[O:30])[NH2:29])=[CH:25][CH:26]=4)[O:21][C:20]4[CH:31]=[CH:32][CH:33]=[C:34]([N:35]5[CH2:40][CH2:39][CH:38]([C:41]([O:43]CC)=[O:42])[CH2:37][CH2:36]5)[C:19]=4[CH2:18]3)[CH2:10][CH2:9]2)=[CH:4][CH:3]=1.[OH-].[Li+].Cl. Product: [Cl:1][C:2]1[CH:3]=[CH:4][C:5]([C:8]2([OH:46])[CH2:13][CH2:12][N:11]([CH2:14][CH2:15][CH:16]=[C:17]3[C:27]4[C:22](=[N:23][C:24]([C:28](=[O:30])[NH2:29])=[CH:25][CH:26]=4)[O:21][C:20]4[CH:31]=[CH:32][CH:33]=[C:34]([N:35]5[CH2:40][CH2:39][CH:38]([C:41]([OH:43])=[O:42])[CH2:37][CH2:36]5)[C:19]=4[CH2:18]3)[CH2:10][CH2:9]2)=[CH:6][CH:7]=1. The catalyst class is: 5. (7) Reactant: [Cl:1][C:2]1[C:3]([O:32]C)=[C:4]2[C:9](=[CH:10][C:11]=1[CH3:12])[CH:8]([NH:13][C:14]1[CH:23]=[CH:22][CH:21]=[C:20]3[C:15]=1[CH:16]=[CH:17][NH:18][C:19]3=[O:24])[C:7]([OH:29])([C:25]([F:28])([F:27])[F:26])[CH2:6][C:5]2([CH3:31])[CH3:30].B(Br)(Br)Br.C(=O)(O)[O-].[Na+].C(OCC)(=O)C. Product: [Cl:1][C:2]1[C:3]([OH:32])=[C:4]2[C:9](=[CH:10][C:11]=1[CH3:12])[CH:8]([NH:13][C:14]1[CH:23]=[CH:22][CH:21]=[C:20]3[C:15]=1[CH:16]=[CH:17][NH:18][C:19]3=[O:24])[C:7]([OH:29])([C:25]([F:28])([F:26])[F:27])[CH2:6][C:5]2([CH3:30])[CH3:31]. The catalyst class is: 4.